Regression. Given two drug SMILES strings and cell line genomic features, predict the synergy score measuring deviation from expected non-interaction effect. From a dataset of NCI-60 drug combinations with 297,098 pairs across 59 cell lines. (1) Synergy scores: CSS=39.3, Synergy_ZIP=6.56, Synergy_Bliss=6.23, Synergy_Loewe=-3.40, Synergy_HSA=6.88. Drug 1: CCC1(CC2CC(C3=C(CCN(C2)C1)C4=CC=CC=C4N3)(C5=C(C=C6C(=C5)C78CCN9C7C(C=CC9)(C(C(C8N6C=O)(C(=O)OC)O)OC(=O)C)CC)OC)C(=O)OC)O.OS(=O)(=O)O. Drug 2: CC1CCCC2(C(O2)CC(NC(=O)CC(C(C(=O)C(C1O)C)(C)C)O)C(=CC3=CSC(=N3)C)C)C. Cell line: NCI-H322M. (2) Drug 1: CN1C(=O)N2C=NC(=C2N=N1)C(=O)N. Drug 2: CN1C2=C(C=C(C=C2)N(CCCl)CCCl)N=C1CCCC(=O)O.Cl. Cell line: UACC-257. Synergy scores: CSS=0.860, Synergy_ZIP=0.283, Synergy_Bliss=0.705, Synergy_Loewe=0.282, Synergy_HSA=-0.519.